Task: Predict which catalyst facilitates the given reaction.. Dataset: Catalyst prediction with 721,799 reactions and 888 catalyst types from USPTO (1) Reactant: [OH:1][C:2]1[C:3]([CH3:17])=[C:4]2[C:12](=[CH:13][C:14]=1[CH3:15])[O:11][C:7]1([CH2:10][CH2:9][CH2:8]1)[CH2:6][C:5]2=[O:16].[BH4-].[Na+]. Product: [CH3:17][C:3]1[C:2]([OH:1])=[C:14]([CH3:15])[CH:13]=[C:12]2[C:4]=1[CH:5]([OH:16])[CH2:6][C:7]1([O:11]2)[CH2:8][CH2:9][CH2:10]1. The catalyst class is: 5. (2) Reactant: CS(C)=O.C(Cl)(=O)C(Cl)=O.[C:11]([NH:30][C@@H:31]([CH2:34][CH3:35])[CH2:32][OH:33])([C:24]1[CH:29]=[CH:28][CH:27]=[CH:26][CH:25]=1)([C:18]1[CH:23]=[CH:22][CH:21]=[CH:20][CH:19]=1)[C:12]1[CH:17]=[CH:16][CH:15]=[CH:14][CH:13]=1.CCCCCC. Product: [C:11]([NH:30][C@@H:31]([CH2:34][CH3:35])[CH:32]=[O:33])([C:18]1[CH:19]=[CH:20][CH:21]=[CH:22][CH:23]=1)([C:24]1[CH:29]=[CH:28][CH:27]=[CH:26][CH:25]=1)[C:12]1[CH:17]=[CH:16][CH:15]=[CH:14][CH:13]=1. The catalyst class is: 158. (3) Reactant: [OH:1][C:2]1[CH:11]=[CH:10][C:9]2[C:4](=[CH:5][CH:6]=[C:7]([C:12]([OH:14])=[O:13])[CH:8]=2)[CH:3]=1.[C:15](OC(=O)C)(=[O:17])[CH3:16].O. Product: [C:15]([O:1][C:2]1[CH:11]=[CH:10][C:9]2[C:4](=[CH:5][CH:6]=[C:7]([C:12]([OH:14])=[O:13])[CH:8]=2)[CH:3]=1)(=[O:17])[CH3:16]. The catalyst class is: 15. (4) Reactant: Br[C:2]1[CH:3]=[C:4]([NH:17][C:18]([C:20]2[N:21]=[C:22]([CH3:25])[S:23][CH:24]=2)=[O:19])[C:5]2[C:9]([CH:10]=1)=[N:8][N:7](C1CCCCO1)[CH:6]=2.P([O-])([O-])([O-])=O.[K+].[K+].[K+].CC1(C)C(C)(C)OB([C:42]2[CH:50]=[CH:49][CH:48]=[C:47]3[C:43]=2[CH:44]=[N:45][NH:46]3)O1.O1CCOCC1. Product: [NH:46]1[C:47]2[CH:48]=[CH:49][CH:50]=[C:42]([C:2]3[CH:10]=[C:9]4[C:5]([CH:6]=[N:7][NH:8]4)=[C:4]([NH:17][C:18]([C:20]4[N:21]=[C:22]([CH3:25])[S:23][CH:24]=4)=[O:19])[CH:3]=3)[C:43]=2[CH:44]=[N:45]1. The catalyst class is: 24. (5) Reactant: [Br:1][C:2]1[CH:7]=[C:6](F)[CH:5]=[CH:4][C:3]=1[C:9](=[O:11])[CH3:10].[OH-].[NH4+:13]. Product: [NH2:13][C:6]1[CH:5]=[CH:4][C:3]([C:9](=[O:11])[CH3:10])=[C:2]([Br:1])[CH:7]=1. The catalyst class is: 16. (6) Reactant: [NH2:1][CH:2]1[CH2:11][C:10]2[CH:9]=[C:8]([OH:12])[CH:7]=[CH:6][C:5]=2[CH2:4][CH2:3]1.Br.[C:14]([O:18][C:19](O[C:19]([O:18][C:14]([CH3:17])([CH3:16])[CH3:15])=[O:20])=[O:20])([CH3:17])([CH3:16])[CH3:15].O. Product: [OH:12][C:8]1[CH:9]=[C:10]2[C:5]([CH2:4][CH2:3][CH:2]([NH:1][C:19](=[O:20])[O:18][C:14]([CH3:17])([CH3:16])[CH3:15])[CH2:11]2)=[CH:6][CH:7]=1. The catalyst class is: 3. (7) Reactant: [CH:1]([C:3]1[CH:4]=[C:5]([CH:10]=[CH:11][C:12]=1[OH:13])[C:6]([O:8][CH3:9])=[O:7])=[O:2].[CH:14]1([Mg]Br)[CH2:16][CH2:15]1. Product: [CH:14]1([CH:1]([OH:2])[C:3]2[CH:4]=[C:5]([CH:10]=[CH:11][C:12]=2[OH:13])[C:6]([O:8][CH3:9])=[O:7])[CH2:16][CH2:15]1. The catalyst class is: 1. (8) Reactant: [C:1]([C:5]1[O:6][C:7]2[C:13]([C:14]([C@@H:16]3[CH2:21][CH2:20][CH2:19][N:18]([C:22]([O:24][C:25]([CH3:28])([CH3:27])[CH3:26])=[O:23])[CH2:17]3)=[O:15])=[CH:12][CH:11]=[CH:10][C:8]=2[N:9]=1)([CH3:4])([CH3:3])[CH3:2].[CH3:29][O:30][CH2:31][CH2:32][CH2:33][CH2:34][Mg]Cl.C([O-])(O)=O.[Na+]. Product: [C:1]([C:5]1[O:6][C:7]2[C:13]([C@:14]([C@@H:16]3[CH2:21][CH2:20][CH2:19][N:18]([C:22]([O:24][C:25]([CH3:28])([CH3:27])[CH3:26])=[O:23])[CH2:17]3)([OH:15])[CH2:34][CH2:33][CH2:32][CH2:31][O:30][CH3:29])=[CH:12][CH:11]=[CH:10][C:8]=2[N:9]=1)([CH3:4])([CH3:2])[CH3:3]. The catalyst class is: 1. (9) Reactant: Cl.[C:2]([O:6][C:7](=[O:13])[C@@H:8]1[CH2:12][CH2:11][CH2:10][NH:9]1)([CH3:5])([CH3:4])[CH3:3].CC[N:16]([CH:20]([CH3:22])[CH3:21])[CH:17]([CH3:19])C.CN(C([O:30]N1N=NC2C=CC=NC1=2)=[N+](C)C)C.F[P-](F)(F)(F)(F)F.C(OCC)(=O)C. Product: [NH:16]1[CH2:17][CH2:19][CH2:22][C@H:20]1[C:21]([N:9]1[CH2:10][CH2:11][CH2:12][C@H:8]1[C:7]([O:6][C:2]([CH3:5])([CH3:3])[CH3:4])=[O:13])=[O:30]. The catalyst class is: 4.